This data is from NCI-60 drug combinations with 297,098 pairs across 59 cell lines. The task is: Regression. Given two drug SMILES strings and cell line genomic features, predict the synergy score measuring deviation from expected non-interaction effect. (1) Cell line: PC-3. Synergy scores: CSS=47.2, Synergy_ZIP=-2.15, Synergy_Bliss=-2.10, Synergy_Loewe=-1.64, Synergy_HSA=-1.17. Drug 2: CCCCC(=O)OCC(=O)C1(CC(C2=C(C1)C(=C3C(=C2O)C(=O)C4=C(C3=O)C=CC=C4OC)O)OC5CC(C(C(O5)C)O)NC(=O)C(F)(F)F)O. Drug 1: CC=C1C(=O)NC(C(=O)OC2CC(=O)NC(C(=O)NC(CSSCCC=C2)C(=O)N1)C(C)C)C(C)C. (2) Drug 1: CC1CCC2CC(C(=CC=CC=CC(CC(C(=O)C(C(C(=CC(C(=O)CC(OC(=O)C3CCCCN3C(=O)C(=O)C1(O2)O)C(C)CC4CCC(C(C4)OC)O)C)C)O)OC)C)C)C)OC. Drug 2: CS(=O)(=O)OCCCCOS(=O)(=O)C. Cell line: BT-549. Synergy scores: CSS=10.2, Synergy_ZIP=-3.47, Synergy_Bliss=-2.57, Synergy_Loewe=-8.87, Synergy_HSA=-2.45. (3) Drug 1: CS(=O)(=O)C1=CC(=C(C=C1)C(=O)NC2=CC(=C(C=C2)Cl)C3=CC=CC=N3)Cl. Drug 2: CNC(=O)C1=CC=CC=C1SC2=CC3=C(C=C2)C(=NN3)C=CC4=CC=CC=N4. Cell line: K-562. Synergy scores: CSS=53.8, Synergy_ZIP=2.46, Synergy_Bliss=3.67, Synergy_Loewe=-18.9, Synergy_HSA=4.67. (4) Drug 1: C1CCC(C1)C(CC#N)N2C=C(C=N2)C3=C4C=CNC4=NC=N3. Drug 2: CC(C)(C#N)C1=CC(=CC(=C1)CN2C=NC=N2)C(C)(C)C#N. Cell line: HT29. Synergy scores: CSS=-5.17, Synergy_ZIP=3.10, Synergy_Bliss=-0.298, Synergy_Loewe=-6.52, Synergy_HSA=-5.51.